This data is from Catalyst prediction with 721,799 reactions and 888 catalyst types from USPTO. The task is: Predict which catalyst facilitates the given reaction. (1) Product: [Br:1][C:2]1[CH:3]=[C:4]([CH:11]=[O:12])[CH:5]=[C:6]2[C:10]=1[NH:9][CH:8]=[CH:7]2. Reactant: [Br:1][C:2]1[CH:3]=[C:4]([CH2:11][OH:12])[CH:5]=[C:6]2[C:10]=1[NH:9][CH:8]=[CH:7]2.I(C1C=CC=CC=1C(O)=O)(=O)=O. The catalyst class is: 26. (2) Reactant: [NH2:1][C:2]([CH3:6])([CH3:5])[CH2:3][OH:4].[CH3:7][C:8]([CH3:10])=O. Product: [CH3:7][C:8]1([CH3:10])[NH:1][C:2]([CH3:6])([CH3:5])[CH2:3][O:4]1. The catalyst class is: 2. (3) Reactant: C[O:2][C:3]1[CH:16]=[CH:15][C:14]2[C:13]3[CH:12]=[CH:11][CH:10]=[CH:9][C:8]=3[N:7]3[CH:17]=[CH:18][N:19]=[C:6]3[C:5]=2[CH:4]=1.B(Br)(Br)Br.[Cl-].[NH4+]. Product: [N:19]1[CH:18]=[CH:17][N:7]2[C:6]=1[C:5]1[CH:4]=[C:3]([OH:2])[CH:16]=[CH:15][C:14]=1[C:13]1[CH:12]=[CH:11][CH:10]=[CH:9][C:8]2=1. The catalyst class is: 2. (4) Reactant: [C:1]([N:8]1[CH2:13][CH2:12][CH2:11][CH:10]([OH:14])[CH2:9]1)([O:3][C:4]([CH3:7])([CH3:6])[CH3:5])=[O:2].[H-].[Na+].[CH3:17]I. Product: [C:4]([O:3][C:1]([N:8]1[CH2:13][CH2:12][CH2:11][CH:10]([O:14][CH3:17])[CH2:9]1)=[O:2])([CH3:7])([CH3:6])[CH3:5]. The catalyst class is: 20. (5) Reactant: [O:1]=[C:2]1[C:11]2[C:6](=[CH:7][CH:8]=[CH:9][CH:10]=2)[N:5]=[C:4]([C:12]([NH:14][CH2:15][C:16]2[CH:17]=[C:18]([C:22]3[CH:27]=[CH:26][C:25]([S:28]([NH:31][C@H:32]([C:36]([O:38]C)=[O:37])[CH:33]([CH3:35])[CH3:34])(=[O:30])=[O:29])=[CH:24][CH:23]=3)[CH:19]=[CH:20][CH:21]=2)=[O:13])[NH:3]1.CO.O.[OH-].[Na+]. Product: [O:1]=[C:2]1[C:11]2[C:6](=[CH:7][CH:8]=[CH:9][CH:10]=2)[N:5]=[C:4]([C:12]([NH:14][CH2:15][C:16]2[CH:17]=[C:18]([C:22]3[CH:27]=[CH:26][C:25]([S:28]([NH:31][C@H:32]([C:36]([OH:38])=[O:37])[CH:33]([CH3:35])[CH3:34])(=[O:29])=[O:30])=[CH:24][CH:23]=3)[CH:19]=[CH:20][CH:21]=2)=[O:13])[NH:3]1. The catalyst class is: 1.